Dataset: Catalyst prediction with 721,799 reactions and 888 catalyst types from USPTO. Task: Predict which catalyst facilitates the given reaction. Reactant: [Cl:1][C:2]1[C:3]([C:38]2[S:42][C:41]([C:43]3([O:47]COC)[CH2:46][CH2:45][CH2:44]3)=[N:40][CH:39]=2)=[C:4]2[CH:10]=[C:9]([C:11]3[CH:20]=[C:19]4[C:14]([CH2:15][CH2:16][N:17](C(OC(C)(C)C)=O)[CH2:18]4)=[CH:13][CH:12]=3)[N:8]([S:28]([C:31]3[CH:37]=[CH:36][C:34]([CH3:35])=[CH:33][CH:32]=3)(=[O:30])=[O:29])[C:5]2=[N:6][CH:7]=1.Cl. Product: [Cl:1][C:2]1[C:3]([C:38]2[S:42][C:41]([C:43]3([OH:47])[CH2:46][CH2:45][CH2:44]3)=[N:40][CH:39]=2)=[C:4]2[CH:10]=[C:9]([C:11]3[CH:20]=[C:19]4[C:14]([CH2:15][CH2:16][NH:17][CH2:18]4)=[CH:13][CH:12]=3)[N:8]([S:28]([C:31]3[CH:32]=[CH:33][C:34]([CH3:35])=[CH:36][CH:37]=3)(=[O:29])=[O:30])[C:5]2=[N:6][CH:7]=1. The catalyst class is: 5.